This data is from CYP1A2 inhibition data for predicting drug metabolism from PubChem BioAssay. The task is: Regression/Classification. Given a drug SMILES string, predict its absorption, distribution, metabolism, or excretion properties. Task type varies by dataset: regression for continuous measurements (e.g., permeability, clearance, half-life) or binary classification for categorical outcomes (e.g., BBB penetration, CYP inhibition). Dataset: cyp1a2_veith. The compound is COc1cc(NC(=O)Cc2c(C(=O)O)[nH]c3ccccc23)cc(OC)c1OC. The result is 0 (non-inhibitor).